This data is from Merck oncology drug combination screen with 23,052 pairs across 39 cell lines. The task is: Regression. Given two drug SMILES strings and cell line genomic features, predict the synergy score measuring deviation from expected non-interaction effect. (1) Drug 1: CC1CC2C3CCC4=CC(=O)C=CC4(C)C3(F)C(O)CC2(C)C1(O)C(=O)CO. Drug 2: O=C(NOCC(O)CO)c1ccc(F)c(F)c1Nc1ccc(I)cc1F. Cell line: UWB1289. Synergy scores: synergy=6.06. (2) Drug 1: CC1CC2C3CCC4=CC(=O)C=CC4(C)C3(F)C(O)CC2(C)C1(O)C(=O)CO. Drug 2: O=C(CCCCCCC(=O)Nc1ccccc1)NO. Cell line: SW620. Synergy scores: synergy=8.66. (3) Drug 1: Cn1c(=O)n(-c2ccc(C(C)(C)C#N)cc2)c2c3cc(-c4cnc5ccccc5c4)ccc3ncc21. Drug 2: CCc1c2c(nc3ccc(O)cc13)-c1cc3c(c(=O)n1C2)COC(=O)C3(O)CC. Cell line: EFM192B. Synergy scores: synergy=18.1. (4) Cell line: SKMEL30. Synergy scores: synergy=19.1. Drug 2: Cn1c(=O)n(-c2ccc(C(C)(C)C#N)cc2)c2c3cc(-c4cnc5ccccc5c4)ccc3ncc21. Drug 1: COc1cc(C2c3cc4c(cc3C(OC3OC5COC(C)OC5C(O)C3O)C3COC(=O)C23)OCO4)cc(OC)c1O.